This data is from Full USPTO retrosynthesis dataset with 1.9M reactions from patents (1976-2016). The task is: Predict the reactants needed to synthesize the given product. (1) The reactants are: [OH:1][CH2:2][CH:3]1[NH:8][CH2:7][CH2:6][N:5]([C:9]([O:11][C:12]([CH3:15])([CH3:14])[CH3:13])=[O:10])[CH2:4]1.C(N(CC)CC)C.[F:23][C:24]([F:36])([F:35])[C:25]1[CH:26]=[CH:27][C:28]([F:34])=[C:29]([CH:33]=1)[C:30](Cl)=[O:31].O. Given the product [F:34][C:28]1[CH:27]=[CH:26][C:25]([C:24]([F:23])([F:35])[F:36])=[CH:33][C:29]=1[C:30]([N:8]1[CH2:7][CH2:6][N:5]([C:9]([O:11][C:12]([CH3:15])([CH3:14])[CH3:13])=[O:10])[CH2:4][CH:3]1[CH2:2][OH:1])=[O:31], predict the reactants needed to synthesize it. (2) Given the product [O:22]1[C:31]2[CH:30]=[C:29]([CH2:32][NH:1][CH:2]3[CH2:3][CH2:4][N:5]([CH2:8][CH2:9][N:10]4[C:15]5[CH:16]=[C:17]([F:20])[CH:18]=[CH:19][C:14]=5[O:13][CH2:12][C:11]4=[O:21])[CH2:6][CH2:7]3)[N:28]=[CH:27][C:26]=2[O:25][CH2:24][CH2:23]1, predict the reactants needed to synthesize it. The reactants are: [NH2:1][CH:2]1[CH2:7][CH2:6][N:5]([CH2:8][CH2:9][N:10]2[C:15]3[CH:16]=[C:17]([F:20])[CH:18]=[CH:19][C:14]=3[O:13][CH2:12][C:11]2=[O:21])[CH2:4][CH2:3]1.[O:22]1[C:31]2[CH:30]=[C:29]([CH:32]=O)[N:28]=[CH:27][C:26]=2[O:25][CH2:24][CH2:23]1.C([BH3-])#N.[Na+].